Predict which catalyst facilitates the given reaction. From a dataset of Catalyst prediction with 721,799 reactions and 888 catalyst types from USPTO. Reactant: [CH3:1][N:2]1[CH2:7][CH2:6][NH:5][CH2:4][CH2:3]1.C(O)(=O)C.[NH2:12][C:13]1[N:18]=[CH:17][N:16]=[C:15]2[N:19]([CH:30]3[CH2:35][CH2:34][C:33](=O)[CH2:32][CH2:31]3)[N:20]=[C:21]([C:22]3[CH:27]=[CH:26][C:25]([NH2:28])=[C:24]([F:29])[CH:23]=3)[C:14]=12.C(O[BH-](OC(=O)C)OC(=O)C)(=O)C.[Na+]. Product: [NH2:28][C:25]1[CH:26]=[CH:27][C:22]([C:21]2[C:14]3[C:15](=[N:16][CH:17]=[N:18][C:13]=3[NH2:12])[N:19]([CH:30]3[CH2:35][CH2:34][CH:33]([N:5]4[CH2:6][CH2:7][N:2]([CH3:1])[CH2:3][CH2:4]4)[CH2:32][CH2:31]3)[N:20]=2)=[CH:23][C:24]=1[F:29]. The catalyst class is: 68.